This data is from Catalyst prediction with 721,799 reactions and 888 catalyst types from USPTO. The task is: Predict which catalyst facilitates the given reaction. (1) Reactant: [CH3:1][S:2]([C:5]1[CH:6]=[C:7]([C:11]2[CH:16]=[CH:15][C:14]([N:17]3[CH:21]=[C:20]([C:22]([NH:24][NH2:25])=[O:23])[N:19]=[C:18]3[C:26]3[CH:31]=[CH:30][CH:29]=[CH:28][C:27]=3[C:32]([F:35])([F:34])[F:33])=[CH:13][CH:12]=2)[CH:8]=[CH:9][CH:10]=1)(=[O:4])=[O:3].C(N(CC)CC)C.[C:43](N1C=CN=C1)(N1C=CN=C1)=[O:44]. Product: [CH3:1][S:2]([C:5]1[CH:6]=[C:7]([C:11]2[CH:16]=[CH:15][C:14]([N:17]3[CH:21]=[C:20]([C:22]4[O:23][C:43](=[O:44])[NH:25][N:24]=4)[N:19]=[C:18]3[C:26]3[CH:31]=[CH:30][CH:29]=[CH:28][C:27]=3[C:32]([F:35])([F:33])[F:34])=[CH:13][CH:12]=2)[CH:8]=[CH:9][CH:10]=1)(=[O:3])=[O:4]. The catalyst class is: 56. (2) Reactant: [OH:1][C@H:2]1[CH2:6][CH2:5][CH2:4][C@@H:3]1[NH:7][C:8](=[O:20])[C:9]1[CH:14]=[CH:13][CH:12]=[CH:11][C:10]=1[N:15]1[N:19]=[CH:18][CH:17]=[N:16]1.[H-].[Na+].Cl[C:24]1[CH:29]=[C:28]([C:30]([F:33])([F:32])[F:31])[CH:27]=[CH:26][N:25]=1. Product: [N:19]1[N:15]([C:10]2[CH:11]=[CH:12][CH:13]=[CH:14][C:9]=2[C:8]([NH:7][C@H:3]2[CH2:4][CH2:5][CH2:6][C@@H:2]2[O:1][C:24]2[CH:29]=[C:28]([C:30]([F:33])([F:32])[F:31])[CH:27]=[CH:26][N:25]=2)=[O:20])[N:16]=[CH:17][CH:18]=1. The catalyst class is: 3. (3) Reactant: [C:1]([O:5][C:6]([N:8]1[CH2:49][CH2:48][CH2:47][C:10]2([CH2:15][N:14]([CH2:16][C:17]3[C:22]([O:23][CH3:24])=[CH:21][C:20]([O:25][CH3:26])=[CH:19][C:18]=3[O:27][CH3:28])[C:13](=[O:29])[C:12]3[CH:30]=[C:31]([C:33]4[CH:38]=[CH:37][N:36]=[C:35]([NH:39][C:40]5[CH:45]=[CH:44][CH:43]=[CH:42][C:41]=5[NH2:46])[N:34]=4)[NH:32][C:11]2=3)[CH2:9]1)=[O:7])([CH3:4])([CH3:3])[CH3:2].CCN(C(C)C)C(C)C.[C:59](Cl)(=[O:62])[CH:60]=[CH2:61]. Product: [C:59]([NH:46][C:41]1[CH:42]=[CH:43][CH:44]=[CH:45][C:40]=1[NH:39][C:35]1[N:34]=[C:33]([C:31]2[NH:32][C:11]3[C:10]4([CH2:47][CH2:48][CH2:49][N:8]([C:6]([O:5][C:1]([CH3:4])([CH3:2])[CH3:3])=[O:7])[CH2:9]4)[CH2:15][N:14]([CH2:16][C:17]4[C:18]([O:27][CH3:28])=[CH:19][C:20]([O:25][CH3:26])=[CH:21][C:22]=4[O:23][CH3:24])[C:13](=[O:29])[C:12]=3[CH:30]=2)[CH:38]=[CH:37][N:36]=1)(=[O:62])[CH:60]=[CH2:61]. The catalyst class is: 4. (4) Reactant: [CH2:1]([O:3][C:4]([C:6]1[N:7]=[C:8]2[CH:13]=[CH:12][C:11]([N:14]3[CH2:19][CH2:18][NH:17][CH2:16][CH2:15]3)=[N:10][N:9]2[CH:20]=1)=[O:5])[CH3:2].C(N(C(C)C)CC)(C)C.[F:30][C:31]1[CH:32]=[CH:33][C:34]([C:40]([F:43])([F:42])[F:41])=[C:35]([CH:39]=1)[C:36](Cl)=[O:37]. Product: [CH2:1]([O:3][C:4]([C:6]1[N:7]=[C:8]2[CH:13]=[CH:12][C:11]([N:14]3[CH2:19][CH2:18][N:17]([C:36](=[O:37])[C:35]4[CH:39]=[C:31]([F:30])[CH:32]=[CH:33][C:34]=4[C:40]([F:43])([F:41])[F:42])[CH2:16][CH2:15]3)=[N:10][N:9]2[CH:20]=1)=[O:5])[CH3:2]. The catalyst class is: 4.